From a dataset of Forward reaction prediction with 1.9M reactions from USPTO patents (1976-2016). Predict the product of the given reaction. (1) The product is: [Cl:1][C:2]1[CH:3]=[C:4]([C:8]2[C:13]3[N:14]=[CH:15][S:16][C:12]=3[CH:11]=[C:10]([CH2:18][C:19]3[CH:24]=[CH:23][C:22]([N+:25]([O-:27])=[O:26])=[CH:21][CH:20]=3)[CH:9]=2)[CH:5]=[CH:6][CH:7]=1. Given the reactants [Cl:1][C:2]1[CH:3]=[C:4]([C:8]2[C:13]3[N:14]=[C:15](N)[S:16][C:12]=3[CH:11]=[C:10]([CH2:18][C:19]3[CH:24]=[CH:23][C:22]([N+:25]([O-:27])=[O:26])=[CH:21][CH:20]=3)[CH:9]=2)[CH:5]=[CH:6][CH:7]=1.N(OC(C)(C)C)=O, predict the reaction product. (2) The product is: [CH2:1]([O:3][C:4](=[O:16])[CH:5]([C:6]1[N:7]([C:11]2[S:12][CH:13]=[CH:14][N:15]=2)[N:8]=[CH:9][CH:10]=1)[CH3:19])[CH3:2]. Given the reactants [CH2:1]([O:3][C:4](=[O:16])[CH2:5][C:6]1[N:7]([C:11]2[S:12][CH:13]=[CH:14][N:15]=2)[N:8]=[CH:9][CH:10]=1)[CH3:2].CI.[C:19](=O)([O-])[O-].[Cs+].[Cs+], predict the reaction product. (3) Given the reactants [Cl:1][C:2]1[CH:3]=[N:4][C:5]2[N:6]([N:8]=[C:9]([C:11]([OH:13])=O)[CH:10]=2)[CH:7]=1.[N:14]1[CH:19]=[CH:18][CH:17]=[C:16]([C:20]2[CH2:21][CH2:22][NH:23][CH2:24][CH:25]=2)[CH:15]=1, predict the reaction product. The product is: [Cl:1][C:2]1[CH:3]=[N:4][C:5]2[N:6]([N:8]=[C:9]([C:11]([N:23]3[CH2:24][CH:25]=[C:20]([C:16]4[CH:15]=[N:14][CH:19]=[CH:18][CH:17]=4)[CH2:21][CH2:22]3)=[O:13])[CH:10]=2)[CH:7]=1. (4) Given the reactants [C:1]1([C:32]2[CH:37]=[CH:36][CH:35]=[CH:34][CH:33]=2)[CH:6]=[CH:5][C:4]([CH2:7][N:8]([C:18](=[O:31])CC(NCC(OC(C)(C)C)=O)=O)[C:9]2(C(OC)=O)[CH2:13][CH2:12][CH2:11][CH2:10]2)=[CH:3][CH:2]=1.[C:38](=[O:41])([O-])[O-:39].[Cs+].[Cs+].[CH2:44]([OH:46])[CH3:45], predict the reaction product. The product is: [C:1]1([C:32]2[CH:33]=[CH:34][CH:35]=[CH:36][CH:37]=2)[CH:2]=[CH:3][C:4]([CH2:7][N:8]2[C:9]3([CH2:10][CH2:11][CH2:12][CH2:13]3)[C:44]([OH:46])=[C:45]([C:18]([NH:8][CH2:7][C:38]([OH:39])=[O:41])=[O:31])[C:18]2=[O:31])=[CH:5][CH:6]=1. (5) Given the reactants [F:1][C:2]1[CH:3]=[C:4]([CH:7]=[C:8]([F:21])[C:9]=1[O:10][C:11]1[CH:12]=[N:13][C:14]([C:17]([F:20])([F:19])[F:18])=[CH:15][CH:16]=1)[CH:5]=[O:6].[BH4-].[Na+].[NH4+].[Cl-], predict the reaction product. The product is: [F:1][C:2]1[CH:3]=[C:4]([CH2:5][OH:6])[CH:7]=[C:8]([F:21])[C:9]=1[O:10][C:11]1[CH:12]=[N:13][C:14]([C:17]([F:18])([F:19])[F:20])=[CH:15][CH:16]=1. (6) Given the reactants Cl[C:2]1[N:7]=[C:6]([Cl:8])[N:5]=[CH:4][N:3]=1.[NH2:9][C:10]1[C:11]([C:16]([O:18][CH3:19])=[O:17])=[N:12][N:13]([CH3:15])[CH:14]=1.C(N(CC)C(C)C)(C)C, predict the reaction product. The product is: [Cl:8][C:6]1[N:5]=[CH:4][N:3]=[C:2]([NH:9][C:10]2[C:11]([C:16]([O:18][CH3:19])=[O:17])=[N:12][N:13]([CH3:15])[CH:14]=2)[N:7]=1.